This data is from Catalyst prediction with 721,799 reactions and 888 catalyst types from USPTO. The task is: Predict which catalyst facilitates the given reaction. (1) Reactant: [Cl:1][C:2]1[C:7]([N+:8]([O-:10])=[O:9])=[CH:6][CH:5]=[CH:4][C:3]=1[OH:11].C([O-])([O-])=O.[K+].[K+].Cl.Cl[CH2:20][CH2:21][N:22]1[CH2:27][CH2:26][O:25][CH2:24][CH2:23]1.O. Product: [Cl:1][C:2]1[C:7]([N+:8]([O-:10])=[O:9])=[CH:6][CH:5]=[CH:4][C:3]=1[O:11][CH2:20][CH2:21][N:22]1[CH2:27][CH2:26][O:25][CH2:24][CH2:23]1. The catalyst class is: 3. (2) Reactant: [Cl:1][C:2]1[C:3]([NH:23][C:24]2[CH:28]=[C:27]([CH3:29])[NH:26][N:25]=2)=[N:4][C:5]([NH:8][C:9]2[CH:14]=[C:13]([CH3:15])[C:12]([CH:16]3[CH2:21][CH2:20][NH:19][CH2:18][CH2:17]3)=[CH:11][C:10]=2[F:22])=[N:6][CH:7]=1.Cl[C:31]1[N:32]=[N:33][C:34]([CH3:37])=[CH:35][CH:36]=1.C([O-])([O-])=O.[Cs+].[Cs+]. The catalyst class is: 12. Product: [Cl:1][C:2]1[C:3]([NH:23][C:24]2[CH:28]=[C:27]([CH3:29])[NH:26][N:25]=2)=[N:4][C:5]([NH:8][C:9]2[CH:14]=[C:13]([CH3:15])[C:12]([CH:16]3[CH2:17][CH2:18][N:19]([C:31]4[N:32]=[N:33][C:34]([CH3:37])=[CH:35][CH:36]=4)[CH2:20][CH2:21]3)=[CH:11][C:10]=2[F:22])=[N:6][CH:7]=1. (3) Reactant: C[Si]([C:5]#[C:6][C:7]1[CH:16]=[CH:15][C:10]([C:11]([O:13][CH3:14])=[O:12])=[CH:9][CH:8]=1)(C)C.CCCC[N+](CCCC)(CCCC)CCCC.[F-]. Product: [C:6]([C:7]1[CH:16]=[CH:15][C:10]([C:11]([O:13][CH3:14])=[O:12])=[CH:9][CH:8]=1)#[CH:5]. The catalyst class is: 1. (4) Reactant: [CH2:1]([C:3]1[CH:4]=[C:5]2[C:9](=[CH:10][C:11]=1[CH2:12][CH3:13])[CH2:8][CH:7]([NH:14][CH2:15][C@@H:16]([C:18]1[CH:27]=[CH:26][C:25]([OH:28])=[C:24]3[C:19]=1[CH:20]=[CH:21][C:22](=[O:29])[NH:23]3)[OH:17])[CH2:6]2)[CH3:2].[CH:30]([OH:32])=[O:31]. Product: [CH:30]([OH:32])=[O:31].[CH2:12]([C:11]1[CH:10]=[C:9]2[C:5](=[CH:4][C:3]=1[CH2:1][CH3:2])[CH2:6][CH:7]([NH:14][CH2:15][C@@H:16]([C:18]1[CH:27]=[CH:26][C:25]([OH:28])=[C:24]3[C:19]=1[CH:20]=[CH:21][C:22](=[O:29])[NH:23]3)[OH:17])[CH2:8]2)[CH3:13]. The catalyst class is: 5. (5) Reactant: [CH3:1][C:2]1[CH:7]=[CH:6][C:5]([CH:8]([C:16]([O:18][C:19]([CH3:22])([CH3:21])[CH3:20])=[O:17])[C:9]([O:11][C:12]([CH3:15])([CH3:14])[CH3:13])=[O:10])=[C:4]([N+:23]([O-])=O)[CH:3]=1. Product: [NH2:23][C:4]1[CH:3]=[C:2]([CH3:1])[CH:7]=[CH:6][C:5]=1[CH:8]([C:9]([O:11][C:12]([CH3:15])([CH3:14])[CH3:13])=[O:10])[C:16]([O:18][C:19]([CH3:22])([CH3:20])[CH3:21])=[O:17]. The catalyst class is: 78.